This data is from Reaction yield outcomes from USPTO patents with 853,638 reactions. The task is: Predict the reaction yield, written as a fraction of the theoretical maximum amount of product (1.0 means a 100% yield; for example, 0.34 means a 34% yield). (1) The reactants are [NH:1]1[C:9]2[C:4](=[CH:5][C:6]([C:10]3[C:19]([N:20]4[CH2:24][CH2:23][CH2:22][C@@H:21]4[CH2:25][O:26][CH3:27])=[N:18][C:17]4[C:12](=[CH:13][CH:14]=[C:15]([C:28]([O:30]C)=[O:29])[CH:16]=4)[N:11]=3)=[CH:7][CH:8]=2)[CH:3]=[CH:2]1.[OH-].[Na+]. The catalyst is CO.O. The product is [NH:1]1[C:9]2[C:4](=[CH:5][C:6]([C:10]3[C:19]([N:20]4[CH2:24][CH2:23][CH2:22][C@@H:21]4[CH2:25][O:26][CH3:27])=[N:18][C:17]4[C:12](=[CH:13][CH:14]=[C:15]([C:28]([OH:30])=[O:29])[CH:16]=4)[N:11]=3)=[CH:7][CH:8]=2)[CH:3]=[CH:2]1. The yield is 0.410. (2) The reactants are [Cl:1][S:2]([OH:5])(=O)=[O:3].[CH3:6][C:7]1[O:8][C:9]2[CH:15]=[CH:14][CH:13]=[CH:12][C:10]=2[N:11]=1. No catalyst specified. The product is [CH3:6][C:7]1[O:8][C:9]2[CH:15]=[C:14]([S:2]([Cl:1])(=[O:5])=[O:3])[CH:13]=[CH:12][C:10]=2[N:11]=1. The yield is 0.590. (3) The reactants are Cl.[NH2:2][CH2:3][C:4]([CH3:7])([SH:6])[CH3:5].C(N(CC)CC)C.[C:15]1(=[O:22])[O:21][C:19](=[O:20])[CH2:18][O:17][CH2:16]1. The catalyst is C(Cl)Cl. The product is [CH3:5][C:4]([SH:6])([CH3:7])[CH2:3][NH:2][C:19]([CH2:18][O:17][CH2:16][C:15]([OH:22])=[O:21])=[O:20]. The yield is 0.840. (4) The reactants are [NH2:1][C:2]1[N:7]2[N:8]=[C:9]([C:11]3[O:12][CH:13]=[CH:14][CH:15]=3)[N:10]=[C:6]2[CH:5]=[C:4](/[CH:16]=[CH:17]/[CH2:18]O)[N:3]=1.[CH:20]1([CH2:23][NH2:24])[CH2:22][CH2:21]1.[BH4-].[Na+]. The catalyst is CO. The product is [NH2:1][C:2]1[N:7]2[N:8]=[C:9]([C:11]3[O:12][CH:13]=[CH:14][CH:15]=3)[N:10]=[C:6]2[CH:5]=[C:4](/[CH:16]=[CH:17]/[CH2:18][NH:24][CH2:23][CH:20]2[CH2:22][CH2:21]2)[N:3]=1. The yield is 0.180. (5) The reactants are FC(F)(F)C(O)=O.[Cl:8][C:9]1[C:10]([O:36][C:37]2[CH:42]=[C:41]([F:43])[C:40]([C:44]([F:47])([F:46])[F:45])=[CH:39][C:38]=2[C:48]2[CH:53]=[CH:52][N:51]=[N:50][CH:49]=2)=[CH:11][C:12]([F:35])=[C:13]([S:15]([N:18](CC2C=CC(OC)=CC=2OC)[C:19]2[S:20][CH:21]=[N:22][N:23]=2)(=[O:17])=[O:16])[CH:14]=1.C(Cl)Cl. No catalyst specified. The product is [Cl:8][C:9]1[C:10]([O:36][C:37]2[CH:42]=[C:41]([F:43])[C:40]([C:44]([F:45])([F:46])[F:47])=[CH:39][C:38]=2[C:48]2[CH:53]=[CH:52][N:51]=[N:50][CH:49]=2)=[CH:11][C:12]([F:35])=[C:13]([S:15]([NH:18][C:19]2[S:20][CH:21]=[N:22][N:23]=2)(=[O:16])=[O:17])[CH:14]=1. The yield is 0.0900. (6) The reactants are [CH:1]1([C@H:7]([NH:11][NH:12][C:13](=[O:23])[C:14]2[CH:19]=[CH:18][CH:17]=[C:16]([O:20][CH3:21])[C:15]=2[CH3:22])[CH2:8][CH:9]=[CH2:10])[CH2:6][CH2:5][CH2:4][CH2:3][CH2:2]1.C([O-])([O-])=O.[K+].[K+].O.[CH3:31][C:32]1[CH:33]=[C:34]([CH:38]=[C:39]([CH3:41])[CH:40]=1)[C:35](Cl)=[O:36]. The catalyst is C(Cl)Cl. The product is [CH:1]1([C@H:7]([N:11]([C:35](=[O:36])[C:34]2[CH:38]=[C:39]([CH3:41])[CH:40]=[C:32]([CH3:31])[CH:33]=2)[NH:12][C:13](=[O:23])[C:14]2[CH:19]=[CH:18][CH:17]=[C:16]([O:20][CH3:21])[C:15]=2[CH3:22])[CH2:8][CH:9]=[CH2:10])[CH2:2][CH2:3][CH2:4][CH2:5][CH2:6]1. The yield is 0.780.